Dataset: Full USPTO retrosynthesis dataset with 1.9M reactions from patents (1976-2016). Task: Predict the reactants needed to synthesize the given product. (1) Given the product [CH3:8][O:9][CH2:10][CH2:11][N:12]1[CH:6]([C:2]2[S:1][CH:5]=[CH:4][CH:3]=2)[CH:14]([C:13]([NH:25][C:26]2[CH:27]=[CH:28][C:29]([C:30]([O:32][CH3:33])=[O:31])=[CH:34][CH:35]=2)=[O:24])[C:15]2[C:16](=[CH:20][CH:21]=[CH:22][CH:23]=2)[C:17]1=[O:19], predict the reactants needed to synthesize it. The reactants are: [S:1]1[CH:5]=[CH:4][CH:3]=[C:2]1[CH:6]=O.[CH3:8][O:9][CH2:10][CH2:11][NH2:12].[C:13]1(=[O:24])[O:19][C:17](=O)[C:16]2=[CH:20][CH:21]=[CH:22][CH:23]=[C:15]2[CH2:14]1.[NH2:25][C:26]1[CH:35]=[CH:34][C:29]([C:30]([O:32][CH3:33])=[O:31])=[CH:28][CH:27]=1. (2) Given the product [ClH:30].[F:1][C:2]1[CH:7]=[CH:6][C:5]([C:8]2[C:9]([N:14]3[CH2:19][CH2:18][N:17]([CH2:20][C:22]4[CH:23]=[N:24][N:25]([CH:27]([CH3:29])[CH3:28])[CH:26]=4)[CH2:16][CH2:15]3)=[N:10][CH:11]=[CH:12][N:13]=2)=[CH:4][CH:3]=1, predict the reactants needed to synthesize it. The reactants are: [F:1][C:2]1[CH:7]=[CH:6][C:5]([C:8]2[C:9]([N:14]3[CH2:19][CH2:18][N:17]([C:20]([C:22]4[CH:23]=[N:24][N:25]([CH:27]([CH3:29])[CH3:28])[CH:26]=4)=O)[CH2:16][CH2:15]3)=[N:10][CH:11]=[CH:12][N:13]=2)=[CH:4][CH:3]=1.[Cl-:30].[NH4+].